From a dataset of Full USPTO retrosynthesis dataset with 1.9M reactions from patents (1976-2016). Predict the reactants needed to synthesize the given product. (1) Given the product [F:1][C@H:2]1[CH2:4][C@H:3]1[C:5]1[NH:11][N:10]=[C:7]([NH2:8])[CH:6]=1, predict the reactants needed to synthesize it. The reactants are: [F:1][C@H:2]1[CH2:4][C@H:3]1[C:5](=O)[CH2:6][C:7]#[N:8].[NH2:10][NH2:11]. (2) The reactants are: C([O-])([O-])=O.[Cs+].[Cs+].[I:7][C:8]1[CH:13]=[CH:12][C:11]([C:14]2[C:18]3[CH2:19][N:20]([C:23](=[O:25])[CH3:24])[CH2:21][CH2:22][C:17]=3[NH:16][N:15]=2)=[CH:10][CH:9]=1.[CH2:26]([CH:28]1[O:30][CH2:29]1)Cl. Given the product [I:7][C:8]1[CH:9]=[CH:10][C:11]([C:14]2[C:18]3[CH2:19][N:20]([C:23](=[O:25])[CH3:24])[CH2:21][CH2:22][C:17]=3[N:16]([CH2:26][CH:28]3[CH2:29][O:30]3)[N:15]=2)=[CH:12][CH:13]=1, predict the reactants needed to synthesize it.